Dataset: Peptide-MHC class I binding affinity with 185,985 pairs from IEDB/IMGT. Task: Regression. Given a peptide amino acid sequence and an MHC pseudo amino acid sequence, predict their binding affinity value. This is MHC class I binding data. (1) The peptide sequence is CTFMIITSTK. The MHC is HLA-A31:01 with pseudo-sequence HLA-A31:01. The binding affinity (normalized) is 0.526. (2) The peptide sequence is LMLAAGITFV. The MHC is HLA-A68:02 with pseudo-sequence HLA-A68:02. The binding affinity (normalized) is 0.240. (3) The peptide sequence is YLKKWLNSF. The MHC is HLA-A02:01 with pseudo-sequence HLA-A02:01. The binding affinity (normalized) is 0.221. (4) The peptide sequence is RPAPGGKAY. The MHC is HLA-B07:02 with pseudo-sequence HLA-B07:02. The binding affinity (normalized) is 0.655.